This data is from Full USPTO retrosynthesis dataset with 1.9M reactions from patents (1976-2016). The task is: Predict the reactants needed to synthesize the given product. (1) Given the product [CH2:32]([N:31]([CH3:30])[C:2]1[CH:3]=[C:4]([CH:27]=[CH:28][N:29]=1)[C:5]([NH:7][C:8]1[C:17]2[C:12](=[CH:13][CH:14]=[CH:15][CH:16]=2)[C:11]([O:18][CH2:19][CH2:20][N:21]2[CH2:26][CH2:25][O:24][CH2:23][CH2:22]2)=[CH:10][CH:9]=1)=[O:6])[CH3:33], predict the reactants needed to synthesize it. The reactants are: Cl[C:2]1[CH:3]=[C:4]([CH:27]=[CH:28][N:29]=1)[C:5]([NH:7][C:8]1[C:17]2[C:12](=[CH:13][CH:14]=[CH:15][CH:16]=2)[C:11]([O:18][CH2:19][CH2:20][N:21]2[CH2:26][CH2:25][O:24][CH2:23][CH2:22]2)=[CH:10][CH:9]=1)=[O:6].[CH3:30][NH:31][CH2:32][CH3:33]. (2) Given the product [CH3:2][O:3][C:4](=[O:24])/[CH:5]=[CH:6]/[C:7]1[CH:12]=[C:11]([O:13][C:14]2[CH:19]=[CH:18][C:17]([NH:20][C:25](=[O:32])[C:26]3[CH:31]=[CH:30][CH:29]=[CH:28][CH:27]=3)=[CH:16][CH:15]=2)[CH:10]=[CH:9][C:8]=1[N+:21]([O-:23])=[O:22], predict the reactants needed to synthesize it. The reactants are: Cl.[CH3:2][O:3][C:4](=[O:24])/[CH:5]=[CH:6]/[C:7]1[CH:12]=[C:11]([O:13][C:14]2[CH:19]=[CH:18][C:17]([NH2:20])=[CH:16][CH:15]=2)[CH:10]=[CH:9][C:8]=1[N+:21]([O-:23])=[O:22].[C:25](Cl)(=[O:32])[C:26]1[CH:31]=[CH:30][CH:29]=[CH:28][CH:27]=1. (3) Given the product [CH:2]1([CH2:5][O:6][C:7]2[CH:12]=[C:11]([F:13])[C:10]([O:14][CH3:15])=[CH:9][C:8]=2[C:16]2[CH:21]=[CH:20][N:19]=[C:18]3[C:22]([C:26]([NH:28][C@H:29]4[C@H:33]([OH:34])[CH2:32][N:31]([C:35](=[O:38])[CH2:36][CH3:37])[CH2:30]4)=[O:27])=[C:23]([CH3:25])[NH:24][C:17]=23)[CH2:4][CH2:3]1, predict the reactants needed to synthesize it. The reactants are: Cl.[CH:2]1([CH2:5][O:6][C:7]2[CH:12]=[C:11]([F:13])[C:10]([O:14][CH3:15])=[CH:9][C:8]=2[C:16]2[CH:21]=[CH:20][N:19]=[C:18]3[C:22]([C:26]([NH:28][C@H:29]4[C@H:33]([OH:34])[CH2:32][NH:31][CH2:30]4)=[O:27])=[C:23]([CH3:25])[NH:24][C:17]=23)[CH2:4][CH2:3]1.[C:35](Cl)(=[O:38])[CH2:36][CH3:37]. (4) Given the product [CH2:1]([O:8][C:9]1[CH:16]=[CH:15][C:14]([C:20]2[CH:21]=[C:22]([O:25][CH3:26])[CH:23]=[CH:24][C:19]=2[F:18])=[CH:13][C:10]=1[CH:11]=[O:12])[C:2]1[CH:7]=[CH:6][CH:5]=[CH:4][CH:3]=1, predict the reactants needed to synthesize it. The reactants are: [CH2:1]([O:8][C:9]1[CH:16]=[CH:15][C:14](Br)=[CH:13][C:10]=1[CH:11]=[O:12])[C:2]1[CH:7]=[CH:6][CH:5]=[CH:4][CH:3]=1.[F:18][C:19]1[CH:24]=[CH:23][C:22]([O:25][CH3:26])=[CH:21][C:20]=1B(O)O.C1(P(C2CCCCC2)C2C=CC=CC=2C2C(OC)=CC=CC=2OC)CCCCC1.C(=O)([O-])[O-].[Na+].[Na+]. (5) Given the product [CH3:22][C:23]1([CH3:38])[O:28][C:27]2[CH:29]=[C:30](/[CH:33]=[CH:34]/[C:35]([N:1]3[CH2:6][CH2:5][CH:4]([C:7]4[CH:8]=[C:9]([CH:19]=[CH:20][CH:21]=4)[CH2:10][NH:11][C:12](=[O:18])[O:13][C:14]([CH3:17])([CH3:15])[CH3:16])[CH2:3][CH2:2]3)=[O:36])[CH:31]=[CH:32][C:26]=2[CH2:25][O:24]1, predict the reactants needed to synthesize it. The reactants are: [NH:1]1[CH2:6][CH2:5][CH:4]([C:7]2[CH:8]=[C:9]([CH:19]=[CH:20][CH:21]=2)[CH2:10][NH:11][C:12](=[O:18])[O:13][C:14]([CH3:17])([CH3:16])[CH3:15])[CH2:3][CH2:2]1.[CH3:22][C:23]1([CH3:38])[O:28][C:27]2[CH:29]=[C:30](/[CH:33]=[CH:34]/[C:35](O)=[O:36])[CH:31]=[CH:32][C:26]=2[CH2:25][O:24]1.C1C=CC2N(O)N=NC=2C=1.CCN(C(C)C)C(C)C. (6) Given the product [CH:1]1([C:4]2[N:5]3[CH2:10][CH2:11][NH:12][CH:23]([CH2:22][CH2:21][C:17]4[CH:18]=[CH:19][CH:20]=[C:15]([C:14]([F:13])([F:25])[F:26])[CH:16]=4)[C:6]3=[C:7]([I:9])[N:8]=2)[CH2:3][CH2:2]1, predict the reactants needed to synthesize it. The reactants are: [CH:1]1([C:4]2[N:5]([CH2:10][CH2:11][NH2:12])[CH:6]=[C:7]([I:9])[N:8]=2)[CH2:3][CH2:2]1.[F:13][C:14]([F:26])([F:25])[C:15]1[CH:16]=[C:17]([CH2:21][CH2:22][CH:23]=O)[CH:18]=[CH:19][CH:20]=1. (7) Given the product [CH3:25][N:10]1[CH2:9][C@@H:8]2[C@H:3]([CH2:4][CH2:5][C@:6]3([CH3:21])[C:19](=[O:20])[CH2:18][CH2:17][C@H:7]32)[C@:2]2([CH3:1])[C:11]1=[CH:12][C:13](=[O:16])[CH2:14][CH2:15]2, predict the reactants needed to synthesize it. The reactants are: [CH3:1][C@:2]12[CH2:15][CH2:14][C:13](=[O:16])[CH:12]=[C:11]1[NH:10][CH2:9][C@@H:8]1[C@@H:3]2[CH2:4][CH2:5][C@:6]2([CH3:21])[C:19](=[O:20])[CH2:18][CH2:17][C@H:7]21.[H-].[Na+].I[CH3:25]. (8) Given the product [Br:16][C:13]1[CH:14]=[CH:15][C:10]([C:9]2[O:8][N:7]=[C:6]([CH3:17])[C:5]=2[C:3](=[O:4])[CH2:2][S:24][C:18]2[CH:23]=[CH:22][CH:21]=[CH:20][CH:19]=2)=[CH:11][CH:12]=1, predict the reactants needed to synthesize it. The reactants are: Br[CH2:2][C:3]([C:5]1[C:6]([CH3:17])=[N:7][O:8][C:9]=1[C:10]1[CH:15]=[CH:14][C:13]([Br:16])=[CH:12][CH:11]=1)=[O:4].[C:18]1([SH:24])[CH:23]=[CH:22][CH:21]=[CH:20][CH:19]=1.